From a dataset of Forward reaction prediction with 1.9M reactions from USPTO patents (1976-2016). Predict the product of the given reaction. (1) Given the reactants [Si:1]([O:8][CH2:9][C:10]1[N:11]([CH3:26])[C:12]2[C:17]([CH:18]=1)=[CH:16][C:15]([CH:19]([OH:23])[CH:20]=[CH:21]C)=[C:14](C=C)[CH:13]=2)([C:4]([CH3:7])([CH3:6])[CH3:5])([CH3:3])[CH3:2], predict the reaction product. The product is: [Si:1]([O:8][CH2:9][C:10]1[N:11]([CH3:26])[C:12]2[C:17]([CH:18]=1)=[CH:16][C:15]1[CH:19]([OH:23])[CH:20]=[CH:21][C:14]=1[CH:13]=2)([C:4]([CH3:6])([CH3:5])[CH3:7])([CH3:3])[CH3:2]. (2) Given the reactants OC(C(F)(F)F)=O.[OH:8][CH:9]1[CH2:13][NH:12][CH2:11][CH:10]1[NH:14][C:15]([CH:17]([NH:29][C:30]([N:32]1[CH2:37][CH2:36][O:35][CH2:34][CH2:33]1)=[O:31])[CH2:18][S:19]([CH2:22][C:23]1[CH:28]=[CH:27][CH:26]=[CH:25][CH:24]=1)(=[O:21])=[O:20])=[O:16].C([O-])(O)=O.[Na+].[C:43](Cl)(=[O:50])[C:44]1[CH:49]=[CH:48][CH:47]=[CH:46][CH:45]=1, predict the reaction product. The product is: [C:43]([N:12]1[CH2:13][CH:9]([OH:8])[CH:10]([NH:14][C:15]([CH:17]([NH:29][C:30]([N:32]2[CH2:33][CH2:34][O:35][CH2:36][CH2:37]2)=[O:31])[CH2:18][S:19]([CH2:22][C:23]2[CH:24]=[CH:25][CH:26]=[CH:27][CH:28]=2)(=[O:21])=[O:20])=[O:16])[CH2:11]1)(=[O:50])[C:44]1[CH:49]=[CH:48][CH:47]=[CH:46][CH:45]=1. (3) Given the reactants C(N(CC)CC)C.[CH2:8]([O:15][C:16]1[CH:21]=[CH:20][C:19]([N:22]([CH2:33][CH2:34][OH:35])[C:23]([C:25]2[C:26](Cl)=[N:27][CH:28]=[N:29][C:30]=2[Cl:31])=[O:24])=[CH:18][C:17]=1[F:36])[C:9]1[CH:14]=[CH:13][CH:12]=[CH:11][CH:10]=1, predict the reaction product. The product is: [CH2:8]([O:15][C:16]1[CH:21]=[CH:20][C:19]([N:22]2[C:23](=[O:24])[C:25]3[C:30]([Cl:31])=[N:29][CH:28]=[N:27][C:26]=3[O:35][CH2:34][CH2:33]2)=[CH:18][C:17]=1[F:36])[C:9]1[CH:14]=[CH:13][CH:12]=[CH:11][CH:10]=1. (4) Given the reactants Br[C:2]1[C:3](Cl)=[N:4][CH:5]=[C:6]([F:8])[CH:7]=1.[NH2:10][CH2:11][CH:12]1[CH2:17][CH2:16][N:15]([C:18]([O:20]C(C)(C)C)=O)[CH2:14][CH2:13]1.[O:25]([C:32]1[CH:37]=[CH:36][C:35](B(O)O)=[CH:34][CH:33]=1)[C:26]1[CH:31]=[CH:30][CH:29]=[CH:28][CH:27]=1.[C:41](Cl)(=O)[CH:42]=C, predict the reaction product. The product is: [F:8][C:6]1[CH:7]=[C:2]([C:29]2[CH:30]=[CH:31][C:26]([O:25][C:32]3[CH:37]=[CH:36][CH:35]=[CH:34][CH:33]=3)=[CH:27][CH:28]=2)[C:3]([NH:10][CH2:11][CH:12]2[CH2:13][CH2:14][N:15]([C:18](=[O:20])[CH:41]=[CH2:42])[CH2:16][CH2:17]2)=[N:4][CH:5]=1. (5) Given the reactants [CH2:1]([N:4]1[CH2:9][CH:8]2[CH2:10][CH2:11][C:5]1(/[CH:12]=[N:13]/[S@:14]([C:16]([CH3:19])([CH3:18])[CH3:17])=[O:15])[CH2:6][CH2:7]2)[CH:2]=[CH2:3].IC.CC([S@@](N)=O)(C)C.CC(S(N)(=O)=O)(C)C.[C:37]1([Mg]Br)[CH:42]=[CH:41][CH:40]=[CH:39][CH:38]=1, predict the reaction product. The product is: [CH2:1]([N:4]1[CH2:9][CH:8]2[CH2:7][CH2:6][C:5]1([C@@H:12]([C:37]1[CH:42]=[CH:41][CH:40]=[CH:39][CH:38]=1)[NH:13][S@:14]([C:16]([CH3:19])([CH3:18])[CH3:17])=[O:15])[CH2:11][CH2:10]2)[CH:2]=[CH2:3]. (6) The product is: [Cl:1][C:2]1[CH:10]=[CH:9][C:8]([C:11]2[N:12]([C:22]([O:24][C:25]([CH3:27])([CH3:26])[CH3:28])=[O:23])[C:13]3[C:18]([CH:19]=2)=[CH:17][C:16]([CH2:20][NH:31][CH2:32][C:33]2([OH:39])[CH2:38][CH2:37][CH2:36][CH2:35][CH2:34]2)=[CH:15][CH:14]=3)=[C:7]2[C:3]=1[CH2:4][NH:5][C:6]2=[O:29]. Given the reactants [Cl:1][C:2]1[CH:10]=[CH:9][C:8]([C:11]2[N:12]([C:22]([O:24][C:25]([CH3:28])([CH3:27])[CH3:26])=[O:23])[C:13]3[C:18]([CH:19]=2)=[CH:17][C:16]([CH:20]=O)=[CH:15][CH:14]=3)=[C:7]2[C:3]=1[CH2:4][NH:5][C:6]2=[O:29].Cl.[NH2:31][CH2:32][C:33]1([OH:39])[CH2:38][CH2:37][CH2:36][CH2:35][CH2:34]1.C(O[BH-](OC(=O)C)OC(=O)C)(=O)C.[Na+], predict the reaction product. (7) Given the reactants [CH3:1][O:2][C:3]1[CH:8]=[CH:7][C:6]([C:9]#[CH:10])=[CH:5][CH:4]=1.I[C:12]1[CH:17]=[CH:16][C:15]([O:18][CH3:19])=[CH:14][CH:13]=1, predict the reaction product. The product is: [CH3:1][O:2][C:3]1[CH:8]=[CH:7][C:6]([C:9]#[C:10][C:12]2[CH:17]=[CH:16][C:15]([O:18][CH3:19])=[CH:14][CH:13]=2)=[CH:5][CH:4]=1. (8) Given the reactants [Br:1][CH2:2][CH2:3][CH2:4][CH2:5][CH2:6][CH2:7][CH2:8][CH2:9][CH2:10][CH2:11][CH2:12][CH2:13][CH2:14][CH2:15][CH2:16][CH2:17][CH2:18][CH2:19][CH2:20][CH2:21]O.C1(P(C2C=CC=CC=2)C2C=CC=CC=2)C=CC=CC=1.[C:42]1(=[O:52])[NH:46][C:45](=[O:47])[C:44]2=[CH:48][CH:49]=[CH:50][CH:51]=[C:43]12.N(C(OC(C)C)=O)=NC(OC(C)C)=O, predict the reaction product. The product is: [Br:1][CH2:2][CH2:3][CH2:4][CH2:5][CH2:6][CH2:7][CH2:8][CH2:9][CH2:10][CH2:11][CH2:12][CH2:13][CH2:14][CH2:15][CH2:16][CH2:17][CH2:18][CH2:19][CH2:20][CH2:21][N:46]1[C:45](=[O:47])[C:44]2=[CH:48][CH:49]=[CH:50][CH:51]=[C:43]2[C:42]1=[O:52]. (9) Given the reactants [CH3:1][S:2]([N:5]1[CH2:10][CH2:9][N:8]([C:11]2[N:16]=[CH:15][C:14]([O:17][CH2:18][C:19]([F:22])([F:21])[F:20])=[CH:13][N:12]=2)[CH2:7][CH2:6]1)(=[O:4])=[O:3].[Li+].C[Si]([N-][Si](C)(C)C)(C)C.P(Cl)(OCC)(OCC)=O.[N:42]1[CH:47]=[CH:46][CH:45]=[N:44][C:43]=1[CH2:48][CH2:49][CH2:50][CH:51]=O, predict the reaction product. The product is: [N:42]1[CH:47]=[CH:46][CH:45]=[N:44][C:43]=1[CH2:48][CH2:49][CH2:50]/[CH:51]=[CH:1]/[S:2]([N:5]1[CH2:6][CH2:7][N:8]([C:11]2[N:12]=[CH:13][C:14]([O:17][CH2:18][C:19]([F:22])([F:20])[F:21])=[CH:15][N:16]=2)[CH2:9][CH2:10]1)(=[O:4])=[O:3]. (10) Given the reactants [B:10]1([B:10]2[O:14][C:13]([CH3:16])([CH3:15])[C:12]([CH3:18])([CH3:17])[O:11]2)[O:14][C:13]([CH3:16])([CH3:15])[C:12]([CH3:18])([CH3:17])[O:11]1.Br[C:20]1[CH:33]=[CH:32][C:23]([O:24][C:25]2[CH:30]=[CH:29][C:28]([F:31])=[CH:27][N:26]=2)=[CH:22][C:21]=1[O:34][CH3:35].C([O-])(=O)C.[K+], predict the reaction product. The product is: [F:31][C:28]1[CH:29]=[CH:30][C:25]([O:24][C:23]2[CH:32]=[CH:33][C:20]([B:10]3[O:11][C:12]([CH3:17])([CH3:18])[C:13]([CH3:15])([CH3:16])[O:14]3)=[C:21]([O:34][CH3:35])[CH:22]=2)=[N:26][CH:27]=1.